The task is: Predict the product of the given reaction.. This data is from Forward reaction prediction with 1.9M reactions from USPTO patents (1976-2016). (1) Given the reactants C1(P(C2C=CC=CC=2)C2C=CC=CC=2)C=CC=CC=1.BrN1C(=O)CCC1=O.[Cl:28][C:29]1[CH:37]=[C:36]2[C:32]([C:33]([C:41]([OH:43])=O)=[CH:34][N:35]2[CH:38]([CH3:40])[CH3:39])=[CH:31][CH:30]=1.[NH2:44][C:45]1[CH:50]=[CH:49][C:48]([Br:51])=[CH:47][N:46]=1.C(=O)(O)[O-].[Na+], predict the reaction product. The product is: [Br:51][C:48]1[CH:49]=[CH:50][C:45]([NH:44][C:41]([C:33]2[C:32]3[C:36](=[CH:37][C:29]([Cl:28])=[CH:30][CH:31]=3)[N:35]([CH:38]([CH3:39])[CH3:40])[CH:34]=2)=[O:43])=[N:46][CH:47]=1. (2) The product is: [CH:23]1([N:20]2[C:18]3[N:19]=[C:14]([C@H:10]4[C@H:11]([CH3:13])[CH2:12][NH:8][CH2:9]4)[NH:15][C:16](=[O:28])[C:17]=3[CH:22]=[N:21]2)[CH2:27][CH2:26][CH2:25][CH2:24]1.[ClH:29]. Given the reactants C([N:8]1[CH2:12][C@@H:11]([CH3:13])[C@H:10]([C:14]2[NH:15][C:16](=[O:28])[C:17]3[CH:22]=[N:21][N:20]([CH:23]4[CH2:27][CH2:26][CH2:25][CH2:24]4)[C:18]=3[N:19]=2)[CH2:9]1)C1C=CC=CC=1.[ClH:29], predict the reaction product.